This data is from Full USPTO retrosynthesis dataset with 1.9M reactions from patents (1976-2016). The task is: Predict the reactants needed to synthesize the given product. Given the product [CH2:32]([O:34][C:35]1[C:44]([O:45][CH3:46])=[CH:43][C:42]2[C:41]([C:47]3[CH:48]=[CH:49][C:50]([C:51]([N:28]4[CH2:29][CH2:30][CH:25]([N:11]5[C:12](=[O:24])[C:13]6[S:17][C:16]([C:18]7[CH:19]=[CH:20][CH:21]=[CH:22][CH:23]=7)=[CH:15][C:14]=6[N:9]([CH2:8][C:5]6[CH:4]=[C:3]([CH3:2])[O:7][N:6]=6)[C:10]5=[O:31])[CH2:26][CH2:27]4)=[O:52])=[CH:54][CH:55]=3)=[N:40][C@@H:39]3[CH2:56][CH2:57][S:58][CH2:59][C@@H:38]3[C:37]=2[CH:36]=1)[CH3:33], predict the reactants needed to synthesize it. The reactants are: Cl.[CH3:2][C:3]1[O:7][N:6]=[C:5]([CH2:8][N:9]2[C:14]3[CH:15]=[C:16]([C:18]4[CH:23]=[CH:22][CH:21]=[CH:20][CH:19]=4)[S:17][C:13]=3[C:12](=[O:24])[N:11]([CH:25]3[CH2:30][CH2:29][NH:28][CH2:27][CH2:26]3)[C:10]2=[O:31])[CH:4]=1.[CH2:32]([O:34][C:35]1[C:44]([O:45][CH3:46])=[CH:43][C:42]2[C:41]([C:47]3[CH:55]=[CH:54][C:50]([C:51](O)=[O:52])=[CH:49][CH:48]=3)=[N:40][C@@H:39]3[CH2:56][CH2:57][S:58][CH2:59][C@@H:38]3[C:37]=2[CH:36]=1)[CH3:33].CN(C(ON1N=NC2C=CC=CC1=2)=[N+](C)C)C.F[P-](F)(F)(F)(F)F.CCN(C(C)C)C(C)C.